Dataset: Forward reaction prediction with 1.9M reactions from USPTO patents (1976-2016). Task: Predict the product of the given reaction. (1) The product is: [Cl:33][C:18]1[CH:17]=[CH:16][C:15]2[C:20](=[C:11]([C:1]3[C:10]4[C:5](=[CH:6][CH:7]=[CH:8][CH:9]=4)[CH:4]=[CH:3][CH:2]=3)[CH:12]=[CH:13][CH:14]=2)[N:19]=1. Given the reactants [C:1]1([C:11]2[CH:12]=[CH:13][CH:14]=[C:15]3[C:20]=2[NH:19][C:18](=O)[CH:17]=[CH:16]3)[C:10]2[C:5](=[CH:6][CH:7]=[CH:8][CH:9]=2)[CH:4]=[CH:3][CH:2]=1.CN(C)C1C=CC=CC=1.O=P(Cl)(Cl)[Cl:33], predict the reaction product. (2) Given the reactants C([O:5][C:6]([N:8]1[CH2:13][CH2:12][N:11]([C:14]2[CH:19]=[CH:18][C:17]([NH:20][C:21]([C:23]3[NH:24][C:25]4[C:30]([C:31]=3[CH3:32])=[CH:29][CH:28]=[CH:27][C:26]=4[O:33][CH3:34])=[O:22])=[CH:16][CH:15]=2)[CH2:10][CH2:9]1)=O)(C)(C)C.[CH3:35][C:36]([CH3:44])([CH2:40]C(O)=O)[C:37]([OH:39])=[O:38].ON1C2C=CC=CC=2N=N1.Cl.C(N=C=NCCCN(C)C)C, predict the reaction product. The product is: [CH3:34][O:33][C:26]1[CH:27]=[CH:28][CH:29]=[C:30]2[C:25]=1[NH:24][C:23]([C:21]([NH:20][C:17]1[CH:16]=[CH:15][C:14]([N:11]3[CH2:10][CH2:9][N:8]([C:6](=[O:5])[CH2:35][C:36]([CH3:44])([CH3:40])[C:37]([OH:39])=[O:38])[CH2:13][CH2:12]3)=[CH:19][CH:18]=1)=[O:22])=[C:31]2[CH3:32].